Dataset: Catalyst prediction with 721,799 reactions and 888 catalyst types from USPTO. Task: Predict which catalyst facilitates the given reaction. Reactant: [CH3:1][O:2][C:3]1[C:8]([N:9]2[CH2:17][C@@H:16]3[C@@H:11]([CH2:12][CH2:13][CH2:14][NH:15]3)[CH2:10]2)=[C:7]([F:18])[CH:6]=[C:5]2[C:19]([C:21]([C:27]([OH:29])=[O:28])=[CH:22][N:23]([CH:24]3[CH2:26][CH2:25]3)[C:4]=12)=[O:20].O.[ClH:31]. Product: [CH3:1][O:2][C:3]1[C:8]([N:9]2[CH2:17][C@@H:16]3[C@@H:11]([CH2:12][CH2:13][CH2:14][NH:15]3)[CH2:10]2)=[C:7]([F:18])[CH:6]=[C:5]2[C:19]([C:21]([C:27]([OH:29])=[O:28])=[CH:22][N:23]([CH:24]3[CH2:26][CH2:25]3)[C:4]=12)=[O:20].[ClH:31]. The catalyst class is: 8.